Predict the product of the given reaction. From a dataset of Forward reaction prediction with 1.9M reactions from USPTO patents (1976-2016). (1) Given the reactants C1(C2C=CC=CC=2)C=CC([C:7](=[O:15])[CH2:8][C:9]2[CH:14]=[CH:13][CH:12]=[CH:11][CH:10]=2)=CC=1.Br[C:23]1[CH:28]=[CH:27][C:26]([F:29])=[CH:25][C:24]=1[F:30], predict the reaction product. The product is: [F:30][C:24]1[CH:25]=[C:26]([F:29])[CH:27]=[CH:28][C:23]=1[C:7](=[O:15])[CH2:8][C:9]1[CH:14]=[CH:13][CH:12]=[CH:11][CH:10]=1. (2) Given the reactants Cl.[CH3:2][C:3]1([CH3:26])[CH2:12][CH2:11][C:10]([CH3:14])([CH3:13])[C:9]2[CH:8]=[C:7]([C:15]3[N:16]=[C:17]([CH:20]4[CH2:25][CH2:24][NH:23][CH2:22][CH2:21]4)[S:18][CH:19]=3)[CH:6]=[CH:5][C:4]1=2.Br[CH2:28][CH2:29][CH2:30][CH2:31][CH2:32][CH2:33][O:34][Si](C(C)(C)C)(C)C, predict the reaction product. The product is: [CH3:2][C:3]1([CH3:26])[CH2:12][CH2:11][C:10]([CH3:13])([CH3:14])[C:9]2[CH:8]=[C:7]([C:15]3[N:16]=[C:17]([CH:20]4[CH2:25][CH2:24][N:23]([CH2:28][CH2:29][CH2:30][CH2:31][CH2:32][CH2:33][OH:34])[CH2:22][CH2:21]4)[S:18][CH:19]=3)[CH:6]=[CH:5][C:4]1=2. (3) The product is: [C:12]12([C:22](=[O:32])[CH2:23][S:24]([C:25]3[CH:30]=[CH:29][C:28]([CH3:31])=[CH:27][CH:26]=3)=[O:9])[CH2:21][CH:16]3[CH2:17][CH:18]([CH2:20][CH:14]([CH2:15]3)[CH2:13]1)[CH2:19]2. Given the reactants C1C=C(Cl)C=C(C(OO)=[O:9])C=1.[C:12]12([C:22](=[O:32])[CH2:23][S:24][C:25]3[CH:30]=[CH:29][C:28]([CH3:31])=[CH:27][CH:26]=3)[CH2:21][CH:16]3[CH2:17][CH:18]([CH2:20][CH:14]([CH2:15]3)[CH2:13]1)[CH2:19]2, predict the reaction product. (4) Given the reactants [C:1]([CH:3]1[CH2:8][CH2:7][CH2:6][CH2:5][CH2:4]1)#[CH:2].[N+:9]([CH2:12][C:13]([O:15][CH2:16][CH3:17])=[O:14])([O-])=[O:10].C1N2CCN(CC2)C1, predict the reaction product. The product is: [CH:3]1([C:1]2[O:10][N:9]=[C:12]([C:13]([O:15][CH2:16][CH3:17])=[O:14])[CH:2]=2)[CH2:8][CH2:7][CH2:6][CH2:5][CH2:4]1. (5) Given the reactants [N:1]([C:4]1[CH:9]=[CH:8][CH:7]=[CH:6][CH:5]=1)=[C:2]=[O:3].[CH3:10][O:11][C:12]1[CH:30]=[C:29]([O:31][CH2:32][C:33]2[C:34]([CH3:45])=[C:35]([C:39]3[CH:44]=[CH:43][CH:42]=[CH:41][CH:40]=3)[CH:36]=[CH:37][CH:38]=2)[CH:28]=[C:27]([O:46][CH3:47])[C:13]=1[CH2:14][N:15]([CH3:26])[CH2:16][CH2:17][NH:18]C(=O)OC(C)(C)C.COC1C=C(OCC2C(C)=C(C3C=CC=CC=3)C=CC=2)C=C(OC)C=1CN(C)CCN.C(O)(C(F)(F)F)=O.CCN(C(C)C)C(C)C, predict the reaction product. The product is: [CH3:47][O:46][C:27]1[CH:28]=[C:29]([O:31][CH2:32][C:33]2[C:34]([CH3:45])=[C:35]([C:39]3[CH:44]=[CH:43][CH:42]=[CH:41][CH:40]=3)[CH:36]=[CH:37][CH:38]=2)[CH:30]=[C:12]([O:11][CH3:10])[C:13]=1[CH2:14][N:15]([CH3:26])[CH2:16][CH2:17][NH:18][C:2]([NH:1][C:4]1[CH:9]=[CH:8][CH:7]=[CH:6][CH:5]=1)=[O:3]. (6) Given the reactants C(Cl)(=O)C(Cl)=O.[Cl:7][C:8]1[N:13]=[C:12]([C:14]2[CH:19]=[CH:18][CH:17]=[CH:16][CH:15]=2)[N:11]=[C:10]([C:20]([OH:22])=O)[CH:9]=1.CCN(CC)CC.[CH2:30]([O:32][C:33]([N:35]1[CH2:40][CH2:39][N:38]([C:41](=[O:53])[C@@H:42]([NH2:52])[CH2:43][CH2:44][C:45]([O:47][C:48]([CH3:51])([CH3:50])[CH3:49])=[O:46])[CH2:37][CH2:36]1)=[O:34])[CH3:31], predict the reaction product. The product is: [CH2:30]([O:32][C:33]([N:35]1[CH2:36][CH2:37][N:38]([C:41](=[O:53])[C@@H:42]([NH:52][C:20]([C:10]2[CH:9]=[C:8]([Cl:7])[N:13]=[C:12]([C:14]3[CH:15]=[CH:16][CH:17]=[CH:18][CH:19]=3)[N:11]=2)=[O:22])[CH2:43][CH2:44][C:45]([O:47][C:48]([CH3:50])([CH3:49])[CH3:51])=[O:46])[CH2:39][CH2:40]1)=[O:34])[CH3:31]. (7) Given the reactants [CH2:1]([O:3][C:4]1[CH:13]=[CH:12][C:7]2[N:8]=[C:9]([NH2:11])[S:10][C:6]=2[CH:5]=1)[CH3:2].[F:14][C:15]1[CH:23]=[CH:22][C:18]([C:19](Cl)=[O:20])=[CH:17][CH:16]=1.Br[CH:25]([CH2:30][CH3:31])[C:26]([O:28]C)=[O:27].COC1C=CC2N=C(N)SC=2C=1.ClC1C=C(C=CC=1)C(Cl)=O.BrCC(OCC)=O, predict the reaction product. The product is: [CH2:1]([O:3][C:4]1[CH:13]=[CH:12][C:7]2[N:8]([CH:25]([CH2:30][CH3:31])[C:26]([OH:28])=[O:27])[C:9](=[N:11][C:19](=[O:20])[C:18]3[CH:22]=[CH:23][C:15]([F:14])=[CH:16][CH:17]=3)[S:10][C:6]=2[CH:5]=1)[CH3:2]. (8) The product is: [CH2:12]([O:6][C:5](=[O:7])[C:4]1[C:3](=[C:2]([NH2:1])[CH:10]=[CH:9][CH:8]=1)[OH:11])[CH3:13]. Given the reactants [NH2:1][C:2]1[CH:10]=[CH:9][CH:8]=[C:4]([C:5]([OH:7])=[O:6])[C:3]=1[OH:11].[CH3:12][CH2:13]O, predict the reaction product. (9) Given the reactants [Br:1][C:2]1[CH:12]=[CH:11][CH:10]=[C:4]2[C:5]([NH:7]C(=O)[C:3]=12)=[O:6].Br[CH2:14][CH2:15][O:16][C:17](=[O:19])[CH3:18].[C:20](=[O:23])([O-])[O-].[K+].[K+], predict the reaction product. The product is: [CH2:15]([O:16][C:17](=[O:19])[CH2:18][N:7]1[C:5](=[O:6])[C:4]2[C:10](=[CH:11][CH:12]=[C:2]([Br:1])[CH:3]=2)[C:20]1=[O:23])[CH3:14]. (10) Given the reactants [N+:1]([C:4]1[CH:15]=[CH:14][CH:13]=[CH:12][C:5]=1[CH2:6][NH:7][CH2:8][CH2:9][CH2:10][OH:11])([O-:3])=[O:2].C(N(CC)CC)C.Cl[C:24](Cl)([O:26]C(=O)OC(Cl)(Cl)Cl)Cl.O, predict the reaction product. The product is: [N+:1]([C:4]1[CH:15]=[CH:14][CH:13]=[CH:12][C:5]=1[CH2:6][N:7]1[CH2:8][CH2:9][CH2:10][O:11][C:24]1=[O:26])([O-:3])=[O:2].